The task is: Predict the product of the given reaction.. This data is from Forward reaction prediction with 1.9M reactions from USPTO patents (1976-2016). (1) Given the reactants FC(F)(F)C1C=C(C=CC=1)O[C:7]([O:11][C:12]1[CH:17]=[CH:16][CH:15]=[C:14]([C:18]([F:21])([F:20])[F:19])[CH:13]=1)=[CH:8][CH:9]=O.[F:27][C:28]([F:39])([F:38])[C:29]1[CH:37]=[CH:36][C:32]([C:33]([NH2:35])=[NH:34])=[CH:31][CH:30]=1.C(=O)([O-])[O-].[K+].[K+], predict the reaction product. The product is: [F:21][C:18]([F:19])([F:20])[C:14]1[CH:13]=[C:12]([CH:17]=[CH:16][CH:15]=1)[O:11][C:7]1[CH:8]=[CH:9][N:35]=[C:33]([C:32]2[CH:31]=[CH:30][C:29]([C:28]([F:27])([F:38])[F:39])=[CH:37][CH:36]=2)[N:34]=1. (2) Given the reactants [O:1]1[CH2:6][CH2:5][N:4]([C:7]2[C:8]3[N:9]([CH:15]=[C:16]([CH2:18][O:19][C:20]4[CH:29]=[CH:28][C:27]5[C:22](=[CH:23][CH:24]=[CH:25][CH:26]=5)[N:21]=4)[N:17]=3)[C:10]([C:13]#[N:14])=[CH:11][N:12]=2)[CH2:3][CH2:2]1.[NH2:30][OH:31], predict the reaction product. The product is: [OH:31]/[N:30]=[C:13](/[C:10]1[N:9]2[CH:15]=[C:16]([CH2:18][O:19][C:20]3[CH:29]=[CH:28][C:27]4[C:22](=[CH:23][CH:24]=[CH:25][CH:26]=4)[N:21]=3)[N:17]=[C:8]2[C:7]([N:4]2[CH2:5][CH2:6][O:1][CH2:2][CH2:3]2)=[N:12][CH:11]=1)\[NH2:14]. (3) Given the reactants C([N:8]1[CH2:13][CH2:12][CH2:11][C:10]2([N:17]3[C:18](=[O:23])[C:19]([Cl:22])=[CH:20][CH:21]=[C:16]3[C:15](=[O:24])[NH:14]2)[CH2:9]1)C1C=CC=CC=1.C(=O)(O)[O-].[Na+].[C:38](O[C:38]([O:40][C:41]([CH3:44])([CH3:43])[CH3:42])=[O:39])([O:40][C:41]([CH3:44])([CH3:43])[CH3:42])=[O:39], predict the reaction product. The product is: [Cl:22][C:19]1[C:18](=[O:23])[N:17]2[C:10]3([NH:14][C:15](=[O:24])[C:16]2=[CH:21][CH:20]=1)[CH2:11][CH2:12][CH2:13][N:8]([C:38]([O:40][C:41]([CH3:42])([CH3:43])[CH3:44])=[O:39])[CH2:9]3. (4) The product is: [Cl:29][C:27]1[CH:26]=[CH:25][C:24]([N:30]2[CH:34]=[N:33][N:32]=[N:31]2)=[C:23]([C:18]2[CH:17]=[C:16]3[N:21]([C@H:13]([C:11]4[NH:12][C:8]([C:5]5[CH:4]=[CH:3][C:2]([NH:1][C:35](=[O:42])[CH2:36][CH2:37][CH2:38][C:39]([OH:41])=[O:40])=[CH:7][CH:6]=5)=[CH:9][N:10]=4)[CH2:14][CH2:15]3)[C:20](=[O:22])[CH:19]=2)[CH:28]=1.[CH:20]([OH:22])=[O:40]. Given the reactants [NH2:1][C:2]1[CH:7]=[CH:6][C:5]([C:8]2[NH:12][C:11]([C@H:13]3[N:21]4[C:16](=[CH:17][C:18]([C:23]5[CH:28]=[C:27]([Cl:29])[CH:26]=[CH:25][C:24]=5[N:30]5[CH:34]=[N:33][N:32]=[N:31]5)=[CH:19][C:20]4=[O:22])[CH2:15][CH2:14]3)=[N:10][CH:9]=2)=[CH:4][CH:3]=1.[C:35]1(=[O:42])[O:41][C:39](=[O:40])[CH2:38][CH2:37][CH2:36]1, predict the reaction product. (5) The product is: [C:9]([O:13][C:14]([N:16]1[CH2:20][CH:19]([O:8][C:4]2[CH:5]=[CH:6][CH:7]=[C:2]([F:1])[CH:3]=2)[CH2:18][C@H:17]1[C:22]([N:24]1[CH2:30][CH2:29][CH2:28][N:27]([CH:31]2[CH2:32][CH2:33][CH2:34]2)[CH2:26][CH2:25]1)=[O:23])=[O:15])([CH3:12])([CH3:10])[CH3:11]. Given the reactants [F:1][C:2]1[CH:3]=[C:4]([OH:8])[CH:5]=[CH:6][CH:7]=1.[C:9]([O:13][C:14]([N:16]1[CH2:20][C@H:19](O)[CH2:18][C@H:17]1[C:22]([N:24]1[CH2:30][CH2:29][CH2:28][N:27]([CH:31]2[CH2:34][CH2:33][CH2:32]2)[CH2:26][CH2:25]1)=[O:23])=[O:15])([CH3:12])([CH3:11])[CH3:10].C1(P(C2C=CC=CC=2)C2C=CC=CC=2)C=CC=CC=1, predict the reaction product. (6) Given the reactants Cl[C:2]1[N:7]=[CH:6][C:5]2[CH:8]=[N:9][N:10]([C:11]3[N:16]=[C:15]([N:17]4[CH2:23][CH2:22][CH2:21][N:20]([C:24]([O:26][C:27]([CH3:30])([CH3:29])[CH3:28])=[O:25])[CH2:19][CH2:18]4)[CH:14]=[CH:13][CH:12]=3)[C:4]=2[CH:3]=1.[N:31]1[CH:36]=[C:35](B(O)O)[CH:34]=[N:33][CH:32]=1.C([O-])(O)=O.[Na+], predict the reaction product. The product is: [N:31]1[CH:36]=[C:35]([C:2]2[N:7]=[CH:6][C:5]3[CH:8]=[N:9][N:10]([C:11]4[N:16]=[C:15]([N:17]5[CH2:23][CH2:22][CH2:21][N:20]([C:24]([O:26][C:27]([CH3:29])([CH3:30])[CH3:28])=[O:25])[CH2:19][CH2:18]5)[CH:14]=[CH:13][CH:12]=4)[C:4]=3[CH:3]=2)[CH:34]=[N:33][CH:32]=1. (7) The product is: [ClH:39].[CH3:1][O:2][C:3]1[N:8]=[CH:7][C:6]([C:9]2[CH:18]=[CH:17][C:16]3[N:15]=[CH:14][C:13]4[CH2:19][N:20]([CH3:37])[C:21](=[O:36])[N:22]([CH:23]5[CH2:28][CH2:27][NH:26][CH2:25][CH2:24]5)[C:12]=4[C:11]=3[N:10]=2)=[CH:5][CH:4]=1. Given the reactants [CH3:1][O:2][C:3]1[N:8]=[CH:7][C:6]([C:9]2[CH:18]=[CH:17][C:16]3[N:15]=[CH:14][C:13]4[CH2:19][N:20]([CH3:37])[C:21](=[O:36])[N:22]([CH:23]5[CH2:28][CH2:27][N:26](C(OC(C)(C)C)=O)[CH2:25][CH2:24]5)[C:12]=4[C:11]=3[N:10]=2)=[CH:5][CH:4]=1.C(Cl)[Cl:39], predict the reaction product. (8) Given the reactants Br[C:2]1[CH:3]=[N:4][CH:5]=[CH:6][CH:7]=1.C([Li])CCC.[Br:13][C:14]1[CH:21]=[CH:20][C:17]([CH:18]=[O:19])=[CH:16][CH:15]=1, predict the reaction product. The product is: [Br:13][C:14]1[CH:21]=[CH:20][C:17]([CH:18]([C:2]2[CH:3]=[N:4][CH:5]=[CH:6][CH:7]=2)[OH:19])=[CH:16][CH:15]=1. (9) The product is: [Cl:16][CH2:14][O:15][CH:12]1[CH2:11][CH2:10][CH2:9][CH2:8][CH:7]1[CH:1]1[CH2:2][CH2:3][CH2:4][CH2:5][CH2:6]1. Given the reactants [CH:1]1([CH:7]2[CH2:12][CH2:11][CH2:10][CH2:9][CH:8]2O)[CH2:6][CH2:5][CH2:4][CH2:3][CH2:2]1.[CH2:14]=[O:15].[ClH:16], predict the reaction product.